Dataset: Reaction yield outcomes from USPTO patents with 853,638 reactions. Task: Predict the reaction yield, written as a fraction of the theoretical maximum amount of product (1.0 means a 100% yield; for example, 0.34 means a 34% yield). (1) The reactants are C1C=CC(P(C2C(C3C(P(C4C=CC=CC=4)C4C=CC=CC=4)=CC=C4C=3C=CC=C4)=C3C(C=CC=C3)=CC=2)C2C=CC=CC=2)=CC=1.[C:47]([O:51][C:52]([N:54]1[CH2:59][CH2:58][C:57]2([CH2:64][CH2:63][NH:62][CH2:61][CH2:60]2)[CH2:56][CH2:55]1)=[O:53])([CH3:50])([CH3:49])[CH3:48].Cl.Br[C:67]1[CH:68]=[N:69][CH:70]=[CH:71][CH:72]=1. The catalyst is C1(C)C=CC=CC=1.CC([O-])=O.CC([O-])=O.[Pd+2]. The product is [C:47]([O:51][C:52]([N:54]1[CH2:59][CH2:58][C:57]2([CH2:64][CH2:63][N:62]([C:67]3[CH:68]=[N:69][CH:70]=[CH:71][CH:72]=3)[CH2:61][CH2:60]2)[CH2:56][CH2:55]1)=[O:53])([CH3:50])([CH3:48])[CH3:49]. The yield is 0.310. (2) The reactants are Cl[C:2]1[CH:10]=[C:9]2[C:5]([CH:6]=[C:7]([CH2:12][CH2:13][N:14]([CH2:22][CH3:23])[C:15](=[O:21])[O:16][C:17]([CH3:20])([CH3:19])[CH3:18])[N:8]2[CH3:11])=[CH:4][C:3]=1[CH:24]=[O:25].[CH:26]([B-](F)(F)F)=[CH2:27].[K+].C([O-])([O-])=O.[K+].[K+].O1CCOCC1. The catalyst is CC([O-])=O.CC([O-])=O.[Pd+2].COC1C=CC=C(OC)C=1C1C=CC=CC=1P(C1CCCCC1)C1CCCCC1.O. The product is [CH2:22]([N:14]([CH2:13][CH2:12][C:7]1[N:8]([CH3:11])[C:9]2[C:5]([CH:6]=1)=[CH:4][C:3]([CH:24]=[O:25])=[C:2]([CH:26]=[CH2:27])[CH:10]=2)[C:15](=[O:21])[O:16][C:17]([CH3:20])([CH3:19])[CH3:18])[CH3:23]. The yield is 0.820. (3) The reactants are BrC1C=CC(=O)N(CC(O)(C)C)C=1.OC(C)(C)C[C@@:17]1([C:41]2[CH:46]=[CH:45][CH:44]=[CH:43][CH:42]=2)[O:22][C:21](=[O:23])[N:20]([C@H](C2C=CC(B3OC(C)(C)C(C)(C)O3)=CC=2)C)[CH2:19][CH2:18]1.C([O-])(O)=O.[Na+]. The catalyst is COCCOC.CCO.C1C=CC([P]([Pd]([P](C2C=CC=CC=2)(C2C=CC=CC=2)C2C=CC=CC=2)([P](C2C=CC=CC=2)(C2C=CC=CC=2)C2C=CC=CC=2)[P](C2C=CC=CC=2)(C2C=CC=CC=2)C2C=CC=CC=2)(C2C=CC=CC=2)C2C=CC=CC=2)=CC=1. The product is [C:41]1([CH:17]2[O:22][C:21](=[O:23])[NH:20][CH2:19][CH2:18]2)[CH:42]=[CH:43][CH:44]=[CH:45][CH:46]=1. The yield is 0.155. (4) The reactants are [Br:1][C:2]1[CH:7]=[CH:6][C:5]([CH2:8][C:9]([OH:11])=O)=[CH:4][CH:3]=1.[C:12]([O:16][C:17]([CH3:20])([CH3:19])[CH3:18])(=[O:15])[NH:13][NH2:14].Cl.C(N=C=NCCCN(C)C)C.O.ON1C2C=CC=CC=2N=N1.C(N(CC)C(C)C)(C)C. The catalyst is ClCCl. The product is [Br:1][C:2]1[CH:3]=[CH:4][C:5]([CH2:8][C:9]([NH:14][NH:13][C:12]([O:16][C:17]([CH3:20])([CH3:19])[CH3:18])=[O:15])=[O:11])=[CH:6][CH:7]=1. The yield is 0.880. (5) The product is [F:1][C:2]([F:7])([F:6])[CH:3]=[CH:8][N+:9]([O-:11])=[O:10]. The yield is 0.100. The reactants are [F:1][C:2]([F:7])([F:6])[CH:3](O)O.[CH3:8][N+:9]([O-:11])=[O:10].C([O-])([O-])=O.[Na+].[Na+].O=P12OP3(OP(OP(O3)(O1)=O)(=O)O2)=O. The catalyst is O. (6) The reactants are [OH:1][C:2]1([C:17]#[C:18]/[C:19](/[CH2:26][CH2:27][CH3:28])=[CH:20]\[C:21]([O:23][CH2:24][CH3:25])=[O:22])[C:13]([CH3:15])([CH3:14])[CH2:12][C:5]2([O:9][CH:8]([CH3:10])[CH:7]([CH3:11])[O:6]2)[CH:4]=[C:3]1[CH3:16].ClCCl.C(O[SiH](OCC)OCC)C.[F-].C([N+](CCCC)(CCCC)CCCC)CCC. The product is [OH:1][C:2]1(/[CH:17]=[CH:18]/[C:19](/[CH2:26][CH2:27][CH3:28])=[CH:20]\[C:21]([O:23][CH2:24][CH3:25])=[O:22])[C:13]([CH3:14])([CH3:15])[CH2:12][C:5]2([O:9][CH:8]([CH3:10])[CH:7]([CH3:11])[O:6]2)[CH:4]=[C:3]1[CH3:16]. The catalyst is CC#N.CC#N.CC#N.[CH]1[CH][CH][CH][CH]1.F[P-](F)(F)(F)(F)F.[Ru+].[Cu]I.O.O1CCCC1.C(OCC)C. The yield is 0.410. (7) The catalyst is C1COCC1.O. The yield is 0.700. The product is [CH2:1]([O:3][C:4](=[O:21])[C:5]([C:6]1[C:7]2[S:20][CH:19]=[CH:18][C:8]=2[N:9]([C:11]([O:13][C:14]([CH3:16])([CH3:17])[CH3:15])=[O:12])[CH:10]=1)=[O:23])[CH3:2]. The reactants are [CH2:1]([O:3][C:4](=[O:21])[CH2:5][C:6]1[C:7]2[S:20][CH:19]=[CH:18][C:8]=2[N:9]([C:11]([O:13][C:14]([CH3:17])([CH3:16])[CH3:15])=[O:12])[CH:10]=1)[CH3:2].[Se](=O)=[O:23].